From a dataset of Catalyst prediction with 721,799 reactions and 888 catalyst types from USPTO. Predict which catalyst facilitates the given reaction. (1) Reactant: Cl[C:2]1[CH:7]=[CH:6][NH:5][C:4](=[O:8])[C:3]=1[C:9]1[NH:13][C:12]2[CH:14]=[C:15]([N:19]3[CH2:24][CH2:23][CH2:22][C:21]4([CH2:29][CH2:28][CH2:27][NH:26][CH2:25]4)[CH2:20]3)[CH:16]=[C:17]([CH3:18])[C:11]=2[N:10]=1.[NH2:30][CH2:31][C@H:32]([C:34]1[CH:39]=[CH:38][CH:37]=[C:36]([Cl:40])[CH:35]=1)[OH:33].CCN(CC)CC. Product: [Cl:40][C:36]1[CH:35]=[C:34]([C@H:32]([OH:33])[CH2:31][NH:30][C:2]2[CH:7]=[CH:6][NH:5][C:4](=[O:8])[C:3]=2[C:9]2[NH:13][C:12]3[CH:14]=[C:15]([N:19]4[CH2:24][CH2:23][CH2:22][C:21]5([CH2:29][CH2:28][CH2:27][NH:26][CH2:25]5)[CH2:20]4)[CH:16]=[C:17]([CH3:18])[C:11]=3[N:10]=2)[CH:39]=[CH:38][CH:37]=1. The catalyst class is: 14. (2) Reactant: [C:1]([C:4]1[CH:5]=[C:6]([CH:35]=[CH:36][CH:37]=1)[O:7][C:8]1[CH:13]=[CH:12][C:11]([NH:14][C:15]2[C:16]3[N:23]([CH2:24][CH2:25][NH:26][C:27](=[O:33])[CH2:28][C:29]([OH:32])([CH3:31])[CH3:30])[CH:22]=[CH:21][C:17]=3[N:18]=[CH:19][N:20]=2)=[CH:10][C:9]=1[Cl:34])(=O)[CH3:2].Cl.[CH2:39]([O:41][NH2:42])[CH3:40].C([O-])(=O)C.[Na+].O. Product: [ClH:34].[Cl:34][C:9]1[CH:10]=[C:11]([NH:14][C:15]2[C:16]3[N:23]([CH2:24][CH2:25][NH:26][C:27](=[O:33])[CH2:28][C:29]([OH:32])([CH3:30])[CH3:31])[CH:22]=[CH:21][C:17]=3[N:18]=[CH:19][N:20]=2)[CH:12]=[CH:13][C:8]=1[O:7][C:6]1[CH:35]=[CH:36][CH:37]=[C:4](/[C:1](=[N:42]/[O:41][CH2:39][CH3:40])/[CH3:2])[CH:5]=1. The catalyst class is: 8. (3) Reactant: [O:1]1[C:5]2([CH2:10][CH2:9][C:8](=[O:11])[CH2:7][CH2:6]2)[O:4][CH2:3][CH2:2]1.[CH:12]([Mg]Cl)([CH3:14])[CH3:13]. Product: [CH:12]([C:8]1([OH:11])[CH2:7][CH2:6][C:5]2([O:4][CH2:3][CH2:2][O:1]2)[CH2:10][CH2:9]1)([CH3:14])[CH3:13]. The catalyst class is: 1. (4) Reactant: [NH2:1][C:2]1[CH:3]=[C:4]([CH:19]=[CH:20][C:21]=1[F:22])[O:5][C:6]1[CH:7]=[CH:8][C:9]2[N:10]([CH:12]=[C:13]([NH:15][C:16](=[O:18])[CH3:17])[N:14]=2)[N:11]=1.[CH3:23][N:24]1[C:28]([C:29](Cl)=[O:30])=[CH:27][C:26]([CH3:32])=[N:25]1.O. Product: [C:16]([NH:15][C:13]1[N:14]=[C:9]2[CH:8]=[CH:7][C:6]([O:5][C:4]3[CH:19]=[CH:20][C:21]([F:22])=[C:2]([NH:1][C:29]([C:28]4[N:24]([CH3:23])[N:25]=[C:26]([CH3:32])[CH:27]=4)=[O:30])[CH:3]=3)=[N:11][N:10]2[CH:12]=1)(=[O:18])[CH3:17]. The catalyst class is: 80. (5) Reactant: F.F.F.C(N(CC)CC)C.C(N(CC)CC)C.[B-](F)(F)(F)F.CCN([S+](F)[F:29])CC.[CH:31]([N:44]1[CH2:47][C:46]([C:49]2[CH:54]=[CH:53][C:52]([C:55]3[CH2:59][C:58]([C:64]4[CH:69]=[C:68]([Cl:70])[C:67]([Cl:71])=[C:66]([Cl:72])[CH:65]=4)([C:60]([F:63])([F:62])[F:61])[O:57][N:56]=3)=[CH:51][C:50]=2[Br:73])(O)[CH2:45]1)([C:38]1[CH:43]=[CH:42][CH:41]=[CH:40][CH:39]=1)[C:32]1[CH:37]=[CH:36][CH:35]=[CH:34][CH:33]=1. Product: [CH:31]([N:44]1[CH2:45][C:46]([C:49]2[CH:54]=[CH:53][C:52]([C:55]3[CH2:59][C:58]([C:64]4[CH:69]=[C:68]([Cl:70])[C:67]([Cl:71])=[C:66]([Cl:72])[CH:65]=4)([C:60]([F:63])([F:62])[F:61])[O:57][N:56]=3)=[CH:51][C:50]=2[Br:73])([F:29])[CH2:47]1)([C:38]1[CH:43]=[CH:42][CH:41]=[CH:40][CH:39]=1)[C:32]1[CH:37]=[CH:36][CH:35]=[CH:34][CH:33]=1. The catalyst class is: 4. (6) Reactant: [O:1]=[S:2]1(=[O:55])[CH2:7][CH2:6][N:5]([CH2:8][C:9]2[CH:14]=[CH:13][C:12]([N:15]3[C:19]4[N:20]=[C:21]([N:49]5[CH2:54][CH2:53][O:52][CH2:51][CH2:50]5)[N:22]=[C:23]([C:24]5[CH:25]=[N:26][C:27]([N:30](CC6C=CC(OC)=CC=6)CC6C=CC(OC)=CC=6)=[N:28][CH:29]=5)[C:18]=4[CH2:17][CH2:16]3)=[CH:11][CH:10]=2)[CH2:4][CH2:3]1.S(=O)(=O)(O)O.P([O-])([O-])([O-])=O.[K+].[K+].[K+]. Product: [O:55]=[S:2]1(=[O:1])[CH2:7][CH2:6][N:5]([CH2:8][C:9]2[CH:14]=[CH:13][C:12]([N:15]3[C:19]4[N:20]=[C:21]([N:49]5[CH2:54][CH2:53][O:52][CH2:51][CH2:50]5)[N:22]=[C:23]([C:24]5[CH:29]=[N:28][C:27]([NH2:30])=[N:26][CH:25]=5)[C:18]=4[CH2:17][CH2:16]3)=[CH:11][CH:10]=2)[CH2:4][CH2:3]1. The catalyst class is: 13.